From a dataset of NCI-60 drug combinations with 297,098 pairs across 59 cell lines. Regression. Given two drug SMILES strings and cell line genomic features, predict the synergy score measuring deviation from expected non-interaction effect. (1) Drug 1: CC1=C(C(=CC=C1)Cl)NC(=O)C2=CN=C(S2)NC3=CC(=NC(=N3)C)N4CCN(CC4)CCO. Cell line: NCI/ADR-RES. Synergy scores: CSS=1.02, Synergy_ZIP=0.946, Synergy_Bliss=2.27, Synergy_Loewe=-0.884, Synergy_HSA=0.113. Drug 2: CC(C)NC(=O)C1=CC=C(C=C1)CNNC.Cl. (2) Drug 1: CNC(=O)C1=CC=CC=C1SC2=CC3=C(C=C2)C(=NN3)C=CC4=CC=CC=N4. Drug 2: CC(CN1CC(=O)NC(=O)C1)N2CC(=O)NC(=O)C2. Cell line: CAKI-1. Synergy scores: CSS=34.9, Synergy_ZIP=1.04, Synergy_Bliss=1.96, Synergy_Loewe=4.17, Synergy_HSA=4.24. (3) Drug 1: C1=CC(=CC=C1CCC2=CNC3=C2C(=O)NC(=N3)N)C(=O)NC(CCC(=O)O)C(=O)O. Drug 2: CCC1(CC2CC(C3=C(CCN(C2)C1)C4=CC=CC=C4N3)(C5=C(C=C6C(=C5)C78CCN9C7C(C=CC9)(C(C(C8N6C)(C(=O)OC)O)OC(=O)C)CC)OC)C(=O)OC)O.OS(=O)(=O)O. Cell line: SR. Synergy scores: CSS=70.6, Synergy_ZIP=-6.48, Synergy_Bliss=-10.7, Synergy_Loewe=-10.4, Synergy_HSA=-7.19. (4) Drug 1: C1=CN(C(=O)N=C1N)C2C(C(C(O2)CO)O)O.Cl. Drug 2: CCC1(C2=C(COC1=O)C(=O)N3CC4=CC5=C(C=CC(=C5CN(C)C)O)N=C4C3=C2)O.Cl. Cell line: U251. Synergy scores: CSS=49.2, Synergy_ZIP=-6.93, Synergy_Bliss=-8.75, Synergy_Loewe=-5.04, Synergy_HSA=-2.54. (5) Drug 1: CN(C)C1=NC(=NC(=N1)N(C)C)N(C)C. Drug 2: C1CNP(=O)(OC1)N(CCCl)CCCl. Cell line: SK-MEL-28. Synergy scores: CSS=-12.7, Synergy_ZIP=1.81, Synergy_Bliss=-5.86, Synergy_Loewe=-10.0, Synergy_HSA=-10.4. (6) Drug 1: CC(C)(C#N)C1=CC(=CC(=C1)CN2C=NC=N2)C(C)(C)C#N. Drug 2: C1C(C(OC1N2C=NC(=NC2=O)N)CO)O. Cell line: SN12C. Synergy scores: CSS=4.96, Synergy_ZIP=-2.85, Synergy_Bliss=-2.49, Synergy_Loewe=-3.08, Synergy_HSA=-2.34. (7) Drug 1: C1=CN(C(=O)N=C1N)C2C(C(C(O2)CO)O)O.Cl. Drug 2: CC12CCC3C(C1CCC2O)C(CC4=C3C=CC(=C4)O)CCCCCCCCCS(=O)CCCC(C(F)(F)F)(F)F. Cell line: ACHN. Synergy scores: CSS=35.8, Synergy_ZIP=-0.500, Synergy_Bliss=-0.754, Synergy_Loewe=-16.5, Synergy_HSA=-2.12.